Dataset: Forward reaction prediction with 1.9M reactions from USPTO patents (1976-2016). Task: Predict the product of the given reaction. (1) Given the reactants C[O:2][C:3](=O)[CH:4]=[CH:5][C:6]1([CH3:32])[CH2:10][CH2:9][CH:8]([C:11]([C:24]2[CH:29]=[CH:28][CH:27]=[CH:26][CH:25]=2)([C:18]2[CH:23]=[CH:22][CH:21]=[CH:20][CH:19]=2)[O:12][SiH2:13][C:14]([CH3:17])([CH3:16])[CH3:15])[C:7]1([CH3:31])[CH3:30].[H-].C([Al+]CC(C)C)C(C)C, predict the reaction product. The product is: [C:14]([SiH2:13][O:12][C:11]([C:18]1[CH:19]=[CH:20][CH:21]=[CH:22][CH:23]=1)([C:24]1[CH:29]=[CH:28][CH:27]=[CH:26][CH:25]=1)[CH:8]1[CH2:9][CH2:10][C:6]([CH:5]=[CH:4][CH2:3][OH:2])([CH3:32])[C:7]1([CH3:31])[CH3:30])([CH3:15])([CH3:16])[CH3:17]. (2) Given the reactants [CH3:1][O:2][C:3](=[O:12])[C:4]1[CH:9]=[CH:8][C:7](Cl)=[N:6][C:5]=1[NH2:11].C([Sn](CCCC)(CCCC)[CH2:18][O:19][CH3:20])CCC.[F-].[K+], predict the reaction product. The product is: [CH3:1][O:2][C:3](=[O:12])[C:4]1[CH:9]=[CH:8][C:7]([CH2:18][O:19][CH3:20])=[N:6][C:5]=1[NH2:11]. (3) Given the reactants [CH3:1][O:2][C:3]1[CH:4]=[C:5]([C:11]2[C:20](=[O:21])[C:19]3[C:14](=[C:15]([CH3:23])[C:16]([OH:22])=[CH:17][CH:18]=3)[O:13][CH:12]=2)[CH:6]=[CH:7][C:8]=1[O:9][CH3:10].[C:24](OC(=O)C)(=[O:26])[CH3:25], predict the reaction product. The product is: [CH3:1][O:2][C:3]1[CH:4]=[C:5]([C:11]2[C:20](=[O:21])[C:19]3[C:14](=[C:15]([CH3:23])[C:16]([O:22][C:24](=[O:26])[CH3:25])=[CH:17][CH:18]=3)[O:13][CH:12]=2)[CH:6]=[CH:7][C:8]=1[O:9][CH3:10].